This data is from Full USPTO retrosynthesis dataset with 1.9M reactions from patents (1976-2016). The task is: Predict the reactants needed to synthesize the given product. (1) Given the product [C:13]([O:12][C:10](=[O:11])[NH:9][C:4]1[CH:3]=[C:2]([F:1])[CH:7]=[CH:6][C:5]=1[NH2:8])([CH3:16])([CH3:15])[CH3:14], predict the reactants needed to synthesize it. The reactants are: [F:1][C:2]1[CH:3]=[C:4]([NH2:9])[C:5]([NH2:8])=[CH:6][CH:7]=1.[C:10](O[C:10]([O:12][C:13]([CH3:16])([CH3:15])[CH3:14])=[O:11])([O:12][C:13]([CH3:16])([CH3:15])[CH3:14])=[O:11].C(OCC)(=O)C. (2) Given the product [CH2:8]([N:6]1[C:5](=[O:10])[C:4]([C:11]([F:14])([F:13])[F:12])=[CH:3][C:2]([C:33]([O:34][CH3:35])=[O:19])=[CH:7]1)[CH3:9], predict the reactants needed to synthesize it. The reactants are: Br[C:2]1[CH:3]=[C:4]([C:11]([F:14])([F:13])[F:12])[C:5](=[O:10])[N:6]([CH2:8][CH3:9])[CH:7]=1.C(Cl)Cl.C[OH:19].C1CCN2C(=NCCC2)CC1.C1[CH2:35][O:34][CH2:33]C1. (3) Given the product [ClH:38].[CH3:35][N:31]1[C:30]2[CH:29]=[CH:28][CH:27]=[C:26]([NH:25][C:24]([C:21]3[C:19]4[N:20]=[C:15]([NH:14][C@@H:13]5[CH2:12][CH2:11][O:10][CH2:9][C@@H:8]5[NH2:7])[N:16]=[CH:17][C:18]=4[S:23][CH:22]=3)=[O:36])[C:34]=2[N:33]=[CH:32]1, predict the reactants needed to synthesize it. The reactants are: C(OC(=O)[NH:7][C@@H:8]1[C@H:13]([NH:14][C:15]2[N:16]=[CH:17][C:18]3[S:23][CH:22]=[C:21]([C:24](=[O:36])[NH:25][C:26]4[C:34]5[N:33]=[CH:32][N:31]([CH3:35])[C:30]=5[CH:29]=[CH:28][CH:27]=4)[C:19]=3[N:20]=2)[CH2:12][CH2:11][O:10][CH2:9]1)(C)(C)C.[ClH:38]. (4) Given the product [CH3:10][O:9][C:7]1[CH:6]=[C:5]([CH2:11][CH2:12][C:13]([OH:15])=[O:14])[CH:4]=[C:3]([O:2][CH3:1])[CH:8]=1, predict the reactants needed to synthesize it. The reactants are: [CH3:1][O:2][C:3]1[CH:4]=[C:5]([CH:11]=[CH:12][C:13]([OH:15])=[O:14])[CH:6]=[C:7]([O:9][CH3:10])[CH:8]=1.[H][H]. (5) The reactants are: Br[C:2]1[N:7]=[C:6]([CH3:8])[NH:5][C:4](=[O:9])[C:3]=1[N+:10]([O-:12])=[O:11].[S:13]1[C:17]2[CH2:18][CH2:19][NH:20][CH2:21][CH:22]([OH:23])[C:16]=2[CH:15]=[CH:14]1.C(N(C(C)C)C(C)C)C. Given the product [OH:23][CH:22]1[CH2:21][N:20]([C:2]2[N:7]=[C:6]([CH3:8])[NH:5][C:4](=[O:9])[C:3]=2[N+:10]([O-:12])=[O:11])[CH2:19][CH2:18][C:17]2[S:13][CH:14]=[CH:15][C:16]1=2, predict the reactants needed to synthesize it. (6) Given the product [C:7]([C:9]([C:37]1[CH:42]=[CH:41][CH:40]=[CH:39][CH:38]=1)([CH:34]([CH3:35])[CH3:36])[CH2:10][CH2:11][CH2:12][N:13]1[CH2:18][CH2:17][N:16]([CH2:19][CH2:20][O:21][C:22]2[CH:23]=[CH:24][C:25]([F:28])=[CH:26][CH:27]=2)[CH:15]([CH2:29][OH:30])[CH2:14]1)#[N:8], predict the reactants needed to synthesize it. The reactants are: [H-].[Al+3].[Li+].[H-].[H-].[H-].[C:7]([C:9]([C:37]1[CH:42]=[CH:41][CH:40]=[CH:39][CH:38]=1)([CH:34]([CH3:36])[CH3:35])[CH2:10][CH2:11][CH2:12][N:13]1[CH2:18][CH2:17][N:16]([CH2:19][CH2:20][O:21][C:22]2[CH:27]=[CH:26][C:25]([F:28])=[CH:24][CH:23]=2)[CH:15]([C:29](OCC)=[O:30])[CH2:14]1)#[N:8].[OH-].[Na+].S([O-])([O-])(=O)=O.[Mg+2]. (7) Given the product [C:27](/[CH:29]=[CH:30]/[C:31]1[CH:32]=[C:33]([CH:34]=[CH:35][CH:36]=1)[CH:37]=[O:38])#[N:28], predict the reactants needed to synthesize it. The reactants are: [H-].[Na+].C(CP(=O)(OCC)OCC)#N.O1CCOC1C1C=C(C=CC=1)C=O.[C:27]([CH:29]=[CH:30][C:31]1[CH:32]=[C:33]([CH:37]2OCC[O:38]2)[CH:34]=[CH:35][CH:36]=1)#[N:28].Cl.